This data is from Full USPTO retrosynthesis dataset with 1.9M reactions from patents (1976-2016). The task is: Predict the reactants needed to synthesize the given product. (1) Given the product [ClH:1].[CH3:9][C:10]1[C:15]([CH3:16])=[CH:14][N:13]=[C:12]([N:17]2[C:21](=[O:22])[C:20]([N:23]3[CH:27]=[C:26]([C:28]([F:30])([F:31])[F:29])[N:25]=[CH:24]3)=[CH:19][NH:18]2)[CH:11]=1, predict the reactants needed to synthesize it. The reactants are: [ClH:1].FC(F)(F)C(O)=O.[CH3:9][C:10]1[C:15]([CH3:16])=[CH:14][N:13]=[C:12]([N:17]2[C:21](=[O:22])[C:20]([N:23]3[CH:27]=[C:26]([C:28]([F:31])([F:30])[F:29])[N:25]=[CH:24]3)=[CH:19][NH:18]2)[CH:11]=1. (2) Given the product [C:26]([O:25][C:23]([N:20]1[CH2:21][CH2:22][CH:17]([O:1][C:2]2[CH:14]=[C:13]3[C:5]([N:6]4[C:11](=[CH:12]3)[C:10](=[O:15])[NH:9][CH2:8][CH2:7]4)=[N:4][CH:3]=2)[CH2:18][CH2:19]1)=[O:24])([CH3:29])([CH3:27])[CH3:28], predict the reactants needed to synthesize it. The reactants are: [OH:1][C:2]1[CH:14]=[C:13]2[C:5]([N:6]3[C:11](=[CH:12]2)[C:10](=[O:15])[NH:9][CH2:8][CH2:7]3)=[N:4][CH:3]=1.O[CH:17]1[CH2:22][CH2:21][N:20]([C:23]([O:25][C:26]([CH3:29])([CH3:28])[CH3:27])=[O:24])[CH2:19][CH2:18]1.C1(P(C2C=CC=CC=2)C2C=CC=CC=2)C=CC=CC=1.CC(OC(/N=N/C(OC(C)(C)C)=O)=O)(C)C.